This data is from Forward reaction prediction with 1.9M reactions from USPTO patents (1976-2016). The task is: Predict the product of the given reaction. (1) Given the reactants Cl[C:2](Cl)(Cl)[CH:3]([OH:5])O.[O-]S([O-])(=O)=O.[Na+].[Na+].Cl.[NH2:16][C:17]1[CH:22]=[CH:21][C:20]([C:23]([CH3:32])([CH2:29][CH2:30][CH3:31])[C:24]([O:26][CH2:27][CH3:28])=[O:25])=[CH:19][CH:18]=1.[Cl-].[OH:34][NH3+:35], predict the reaction product. The product is: [OH:34]/[N:35]=[CH:2]/[C:3]([NH:16][C:17]1[CH:18]=[CH:19][C:20]([C:23]([CH3:32])([CH2:29][CH2:30][CH3:31])[C:24]([O:26][CH2:27][CH3:28])=[O:25])=[CH:21][CH:22]=1)=[O:5]. (2) Given the reactants [CH3:1][C:2]1[O:6][N:5]=[C:4]([C:7]2[CH:12]=[CH:11][CH:10]=[CH:9][CH:8]=2)[C:3]=1[C:13]([NH:15][NH2:16])=[O:14].[NH:17]1[C:25]2[C:20](=[CH:21][C:22]([C:26](O)=O)=[CH:23][CH:24]=2)[CH:19]=[CH:18]1, predict the reaction product. The product is: [CH3:1][C:2]1[O:6][N:5]=[C:4]([C:7]2[CH:12]=[CH:11][CH:10]=[CH:9][CH:8]=2)[C:3]=1[C:13]1[O:14][C:26]([C:22]2[CH:21]=[C:20]3[C:25](=[CH:24][CH:23]=2)[NH:17][CH:18]=[CH:19]3)=[N:16][N:15]=1. (3) Given the reactants Br[C:2]1[CH:3]=[C:4]([N:8]2[C:12]([C:13]3[CH:23]=[CH:22][C:16]4[O:17][CH2:18][C:19](=[O:21])[NH:20][C:15]=4[CH:14]=3)=[CH:11][C:10]([C:24]([F:27])([F:26])[F:25])=[N:9]2)[CH:5]=[CH:6][CH:7]=1.[CH3:28][N:29](C=O)C, predict the reaction product. The product is: [O:21]=[C:19]1[CH2:18][O:17][C:16]2[CH:22]=[CH:23][C:13]([C:12]3[N:8]([C:4]4[CH:3]=[C:2]([CH:7]=[CH:6][CH:5]=4)[C:28]#[N:29])[N:9]=[C:10]([C:24]([F:26])([F:27])[F:25])[CH:11]=3)=[CH:14][C:15]=2[NH:20]1. (4) The product is: [OH:1][CH2:2][CH:3]1[CH2:8][CH2:7][C:6]([CH3:10])([OH:9])[CH2:5][CH2:4]1. Given the reactants [OH:1][CH2:2][CH:3]1[CH2:8][CH2:7][C:6](=[O:9])[CH2:5][CH2:4]1.[CH3:10][Mg]Br, predict the reaction product. (5) Given the reactants [OH:1][C:2]1[N:10]=[CH:9][CH:8]=[CH:7][C:3]=1[C:4]([OH:6])=[O:5].[N+:11]([O-])([O-:13])=[O:12].[Na+], predict the reaction product. The product is: [OH:1][C:2]1[N:10]=[CH:9][C:8]([N+:11]([O-:13])=[O:12])=[CH:7][C:3]=1[C:4]([OH:6])=[O:5]. (6) Given the reactants Br[C:2]1[CH:3]=[C:4]([C:23]2[O:27][N:26]=[C:25]([C:28]3[CH:33]=[CH:32][C:31]([CH3:34])=[CH:30][CH:29]=3)[CH:24]=2)[C:5]([N:8]([C:16]([O:18][C:19]([CH3:22])([CH3:21])[CH3:20])=[O:17])[C:9](=[O:15])[O:10][C:11]([CH3:14])([CH3:13])[CH3:12])=[N:6][CH:7]=1.[B:35]1([B:35]2[O:39][C:38]([CH3:41])([CH3:40])[C:37]([CH3:43])([CH3:42])[O:36]2)[O:39][C:38]([CH3:41])([CH3:40])[C:37]([CH3:43])([CH3:42])[O:36]1.CC([O-])=O.[K+].C(Cl)Cl, predict the reaction product. The product is: [C:11]([O:10][C:9]([N:8]([C:5]1[C:4]([C:23]2[O:27][N:26]=[C:25]([C:28]3[CH:33]=[CH:32][C:31]([CH3:34])=[CH:30][CH:29]=3)[CH:24]=2)=[CH:3][C:2]([B:35]2[O:39][C:38]([CH3:41])([CH3:40])[C:37]([CH3:43])([CH3:42])[O:36]2)=[CH:7][N:6]=1)[C:16](=[O:17])[O:18][C:19]([CH3:22])([CH3:21])[CH3:20])=[O:15])([CH3:14])([CH3:13])[CH3:12]. (7) Given the reactants [Br:1][C:2]1[CH:3]=[C:4]([CH:7]=[CH:8][C:9]=1[F:10])[CH:5]=[O:6].[C:11](#[N:13])[CH3:12], predict the reaction product. The product is: [Br:1][C:2]1[CH:3]=[C:4]([CH:5]([OH:6])[CH2:12][C:11]#[N:13])[CH:7]=[CH:8][C:9]=1[F:10]. (8) The product is: [O:10]=[C:8]1[C:7]2[C:6](=[CH:5][C:4]([N+:1]([O-:3])=[O:2])=[CH:14][CH:13]=2)[C:11](=[O:12])[N:23]1[CH:22]1[CH2:15][CH2:16][C:17](=[O:18])[NH:19][C:20]1=[O:21]. Given the reactants [N+:1]([C:4]1[CH:5]=[C:6]2[C:11](=[O:12])[O:10][C:8](=O)[C:7]2=[CH:13][CH:14]=1)([O-:3])=[O:2].[CH2:15]1[CH:22]([NH2:23])[C:20](=[O:21])[NH:19][C:17](=[O:18])[CH2:16]1.Cl, predict the reaction product. (9) Given the reactants [OH:1][C:2]1[CH:3]=[C:4]2[C:9](=[CH:10][CH:11]=1)[CH:8]([CH2:12][C:13]([OH:15])=O)[CH2:7][CH2:6][CH2:5]2.[C:16]([O:20][C:21](=[O:39])[CH2:22][NH:23][C@H:24]([C:32]([O:34][C:35]([CH3:38])([CH3:37])[CH3:36])=[O:33])[CH2:25][C:26]1[CH:31]=[CH:30][CH:29]=[CH:28][CH:27]=1)([CH3:19])([CH3:18])[CH3:17].C(N(CC)C(C)C)(C)C.F[P-](F)(F)(F)(F)F.C(C(=NO[C+](N(C)C)N1CCOCC1)C(OCC)=O)#N, predict the reaction product. The product is: [C:16]([O:20][C:21](=[O:39])[CH2:22][N:23]([C:13](=[O:15])[CH2:12][CH:8]1[C:9]2[C:4](=[CH:3][C:2]([OH:1])=[CH:11][CH:10]=2)[CH2:5][CH2:6][CH2:7]1)[C@H:24]([C:32]([O:34][C:35]([CH3:38])([CH3:37])[CH3:36])=[O:33])[CH2:25][C:26]1[CH:27]=[CH:28][CH:29]=[CH:30][CH:31]=1)([CH3:18])([CH3:19])[CH3:17].